This data is from Full USPTO retrosynthesis dataset with 1.9M reactions from patents (1976-2016). The task is: Predict the reactants needed to synthesize the given product. (1) Given the product [C:12]1([N:4]2[C:5]3[N:6]=[CH:7][N:8]=[C:9]([NH2:11])[C:10]=3[C:2]([C:28]3[CH:27]=[C:26]4[C:31]([CH:32]=[CH:33][C:24]([C:18]5[CH:23]=[CH:22][CH:21]=[CH:20][CH:19]=5)=[N:25]4)=[CH:30][CH:29]=3)=[CH:3]2)[CH:17]=[CH:16][CH:15]=[CH:14][CH:13]=1, predict the reactants needed to synthesize it. The reactants are: I[C:2]1[C:10]2[C:9]([NH2:11])=[N:8][CH:7]=[N:6][C:5]=2[N:4]([C:12]2[CH:17]=[CH:16][CH:15]=[CH:14][CH:13]=2)[CH:3]=1.[C:18]1([C:24]2[CH:33]=[CH:32][C:31]3[C:26](=[CH:27][C:28](B4OC(C)(C)C(C)(C)O4)=[CH:29][CH:30]=3)[N:25]=2)[CH:23]=[CH:22][CH:21]=[CH:20][CH:19]=1.C([O-])([O-])=O.[Na+].[Na+].O. (2) Given the product [CH3:35][N:2]([CH3:1])[CH2:3][CH2:4][N:5]([CH3:34])[C:6]1[C:11]([NH2:12])=[CH:10][C:9]([NH:15][C:16]2[N:21]=[C:20]([C:22]3[C:30]4[C:25](=[CH:26][CH:27]=[CH:28][CH:29]=4)[N:24]([CH3:31])[CH:23]=3)[CH:19]=[CH:18][N:17]=2)=[C:8]([O:32][CH3:33])[CH:7]=1, predict the reactants needed to synthesize it. The reactants are: [CH3:1][N:2]([CH3:35])[CH2:3][CH2:4][N:5]([CH3:34])[C:6]1[C:11]([N+:12]([O-])=O)=[CH:10][C:9]([NH:15][C:16]2[N:21]=[C:20]([C:22]3[C:30]4[C:25](=[CH:26][CH:27]=[CH:28][CH:29]=4)[N:24]([CH3:31])[CH:23]=3)[CH:19]=[CH:18][N:17]=2)=[C:8]([O:32][CH3:33])[CH:7]=1.[NH4+].[Cl-]. (3) The reactants are: [Cl:1][C:2]1[CH:18]=[CH:17][C:5]2[S:6][C:7]([C:13]([O:15]C)=[O:14])=[C:8]([C:9]([F:12])([F:11])[F:10])[C:4]=2[CH:3]=1.[Li+].[OH-].C(O)(=O)CC(CC(O)=O)(C(O)=O)O. Given the product [Cl:1][C:2]1[CH:18]=[CH:17][C:5]2[S:6][C:7]([C:13]([OH:15])=[O:14])=[C:8]([C:9]([F:12])([F:11])[F:10])[C:4]=2[CH:3]=1, predict the reactants needed to synthesize it. (4) Given the product [OH2:20].[CH3:1][C:2]1[C:10]2[N:9]=[C:8]([S:11]([CH2:12][C:13]3[CH:18]=[CH:17][CH:16]=[CH:15][C:14]=3[NH2:19])=[O:20])[NH:7][C:6]=2[CH:5]=[CH:4][CH:3]=1.[CH3:1][C:2]1[C:10]2[N:9]=[C:8]([S:11]([CH2:12][C:13]3[CH:18]=[CH:17][CH:16]=[CH:15][C:14]=3[NH2:19])=[O:20])[NH:7][C:6]=2[CH:5]=[CH:4][CH:3]=1, predict the reactants needed to synthesize it. The reactants are: [CH3:1][C:2]1[C:10]2[N:9]=[C:8]([S:11][CH2:12][C:13]3[CH:18]=[CH:17][CH:16]=[CH:15][C:14]=3[NH2:19])[NH:7][C:6]=2[CH:5]=[CH:4][CH:3]=1.[OH2:20]. (5) The reactants are: C[O:2][C:3](=[O:34])[C:4]1[CH:9]=[C:8]([OH:10])[CH:7]=[C:6]([N:11]2[C:15]([CH3:16])=[CH:14][CH:13]=[C:12]2[C:17]2[CH:22]=[C:21]([Cl:23])[CH:20]=[CH:19][C:18]=2[O:24][CH2:25][C:26]2[CH:31]=[CH:30][C:29]([Br:32])=[CH:28][C:27]=2[F:33])[CH:5]=1. Given the product [Cl:23][C:21]1[CH:20]=[CH:19][C:18]([O:24][CH2:25][C:26]2[CH:31]=[CH:30][C:29]([Br:32])=[CH:28][C:27]=2[F:33])=[C:17]([C:12]2[N:11]([C:6]3[CH:5]=[C:4]([CH:9]=[C:8]([OH:10])[CH:7]=3)[C:3]([OH:34])=[O:2])[C:15]([CH3:16])=[CH:14][CH:13]=2)[CH:22]=1, predict the reactants needed to synthesize it. (6) Given the product [Cl:1][C:2]1[CH:7]=[CH:6][CH:5]=[CH:4][C:3]=1[C:8]1[C:12]([CH:13]([OH:14])[CH3:22])=[CH:11][N:10]([C:15]2[CH:20]=[CH:19][N:18]=[C:17]([Cl:21])[CH:16]=2)[N:9]=1, predict the reactants needed to synthesize it. The reactants are: [Cl:1][C:2]1[CH:7]=[CH:6][CH:5]=[CH:4][C:3]=1[C:8]1[C:12]([CH:13]=[O:14])=[CH:11][N:10]([C:15]2[CH:20]=[CH:19][N:18]=[C:17]([Cl:21])[CH:16]=2)[N:9]=1.[CH3:22][Mg]Br. (7) Given the product [CH3:4][C:2]([C:5]#[C:6]/[CH:7]=[CH:8]/[CH2:9][N:10]([CH2:12][C:13]1[CH:14]=[CH:15][CH:16]=[C:17]2[CH:22]=[CH:21][CH:20]=[CH:19][C:18]=12)[CH3:11])([CH3:1])[CH3:3], predict the reactants needed to synthesize it. The reactants are: [CH3:1][C:2]([C:5]#[C:6]/[CH:7]=[CH:8]/[CH2:9][N:10]([CH2:12][C:13]1[CH:14]=[CH:15][CH:16]=[C:17]2[CH:22]=[CH:21][CH:20]=[CH:19][C:18]=12)[CH3:11])([CH3:4])[CH3:3].Cl.C(O)(=O)C1C=CC=CC=1.C(N(CC(O)=O)CC(O)=O)CN(CC(O)=O)CC(O)=O.O=C[C@@H]([C@H]([C@@H]([C@@H](CO)O)O)O)O.